This data is from Experimentally validated miRNA-target interactions with 360,000+ pairs, plus equal number of negative samples. The task is: Binary Classification. Given a miRNA mature sequence and a target amino acid sequence, predict their likelihood of interaction. The miRNA is hsa-miR-3140-3p with sequence AGCUUUUGGGAAUUCAGGUAGU. The protein sequence of the target gene is MSGAGVAAGTRPPSSPTPGSRRRRQRPSVGVQSLRPQSPQLRQSDPQKRNLDLEKSLQFLQQQHSEMLAKLHEEIEHLKRENKDLRYKLIMNQTSQKKDGPSGNHLSRASAPLGARWVCINGVWVEPGGPSPARLKEGSSRTHRPGGKHGRLAGGSADTVRSPADSLSTSSFQSVKSISNSGKARPQPGSFNKQDSKADVPQKADLEEEPLLHNSKLDKVPGVQGQARKEKAEASNAGAACMGNSQHQGRQMGAAAHPPMILPLPLRKPTTLRQCEVLIRELWNTNLLQTQELQHLKSLL.... Result: 1 (interaction).